Dataset: Forward reaction prediction with 1.9M reactions from USPTO patents (1976-2016). Task: Predict the product of the given reaction. (1) The product is: [B:9]1([C:6]2[CH:5]=[CH:4][C:3]([C:1]#[N:2])=[CH:8][CH:7]=2)[C:17]2[CH:16]=[CH:15][CH:20]=[CH:19][C:11]=2[CH2:12][O:13]1. Given the reactants [C:1]([C:3]1[CH:8]=[CH:7][C:6]([B:9]2[O:13][CH2:12][CH2:11]O2)=[CH:5][CH:4]=1)#[N:2].Br[C:15]1[CH:20]=[CH:19]C=[CH:17][C:16]=1COCOC, predict the reaction product. (2) Given the reactants Br[C:2]1[N:3]([CH2:13][CH:14]2[CH2:19][CH2:18][O:17][CH2:16][CH2:15]2)[C:4]2[C:9]([N:10]=1)=[C:8]([NH2:11])[N:7]=[C:6]([Cl:12])[N:5]=2.[OH-:20].[Na+].[CH3:22]O, predict the reaction product. The product is: [Cl:12][C:6]1[N:5]=[C:4]2[C:9]([N:10]=[C:2]([O:20][CH3:22])[N:3]2[CH2:13][CH:14]2[CH2:19][CH2:18][O:17][CH2:16][CH2:15]2)=[C:8]([NH2:11])[N:7]=1. (3) Given the reactants [C:1]1([CH3:11])[CH:6]=[CH:5][C:4]([S:7](Cl)(=[O:9])=[O:8])=[CH:3][CH:2]=1.C(C1C=CC=C(CC=C)C=1[OH:24])C=C.C1(O)C=CC=CC=1.C(N(CC)CC)C, predict the reaction product. The product is: [C:1]1([CH3:11])[CH:6]=[CH:5][C:4]([S:7]([OH:24])(=[O:9])=[O:8])=[CH:3][CH:2]=1. (4) Given the reactants [Cl:1][C:2]1[CH:3]=[C:4]([NH:9][NH2:10])[CH:5]=[CH:6][C:7]=1[F:8].[C:11](OCC)(=[O:16])[CH2:12][C:13]([CH3:15])=O, predict the reaction product. The product is: [Cl:1][C:2]1[CH:3]=[C:4]([N:9]2[C:11](=[O:16])[CH2:12][C:13]([CH3:15])=[N:10]2)[CH:5]=[CH:6][C:7]=1[F:8]. (5) Given the reactants [CH3:1][N:2]([CH2:4][C:5]1[CH:10]=[CH:9][C:8]([CH:11]2[CH:20]([C:21]3[CH:26]=[CH:25][C:24]([CH3:27])=[CH:23][CH:22]=3)[C:19](=O)[C:18]3[C:17]([C:29](OCC)=O)=[CH:16][CH:15]=[CH:14][C:13]=3[NH:12]2)=[CH:7][CH:6]=1)[CH3:3].[OH2:34].[NH2:35][NH2:36], predict the reaction product. The product is: [CH3:1][N:2]([CH2:4][C:5]1[CH:6]=[CH:7][C:8]([CH:11]2[NH:12][C:13]3[C:18]4[C:19](=[N:35][NH:36][C:29](=[O:34])[C:17]=4[CH:16]=[CH:15][CH:14]=3)[CH:20]2[C:21]2[CH:26]=[CH:25][C:24]([CH3:27])=[CH:23][CH:22]=2)=[CH:9][CH:10]=1)[CH3:3]. (6) Given the reactants [CH3:1][O:2][CH2:3][C:4]1[CH:5]=[C:6](B(O)O)[CH:7]=[CH:8][CH:9]=1.[C:13]([O:17][C:18]([NH:20][CH2:21]/[C:22](/[F:26])=[CH:23]\[CH2:24]Br)=[O:19])([CH3:16])([CH3:15])[CH3:14].C([O-])([O-])=O.[K+].[K+].CCOC(C)=O, predict the reaction product. The product is: [C:13]([O:17][C:18]([NH:20][CH2:21]/[C:22](/[F:26])=[CH:23]\[CH2:24][C:6]1[CH:7]=[CH:8][CH:9]=[C:4]([CH2:3][O:2][CH3:1])[CH:5]=1)=[O:19])([CH3:16])([CH3:15])[CH3:14]. (7) Given the reactants C([BH3-])#N.[Na+].[CH:5]([C:8]1[NH:9][C:10]2[C:15]([CH:16]=1)=[CH:14][CH:13]=[CH:12][CH:11]=2)([CH3:7])[CH3:6].O.[OH-].[Na+], predict the reaction product. The product is: [CH:5]([CH:8]1[CH2:16][C:15]2[C:10](=[CH:11][CH:12]=[CH:13][CH:14]=2)[NH:9]1)([CH3:7])[CH3:6].